Dataset: Full USPTO retrosynthesis dataset with 1.9M reactions from patents (1976-2016). Task: Predict the reactants needed to synthesize the given product. (1) Given the product [CH:29]1([NH:35][CH2:27][CH2:26][N:15]([CH2:14][CH2:13][C:5]2[CH:4]=[CH:3][C:2]([OH:1])=[C:11]3[C:6]=2[CH:7]=[CH:8][C:9](=[O:12])[NH:10]3)[C:16](=[O:25])[O:17][CH2:18][C:19]2[CH:24]=[CH:23][CH:22]=[CH:21][CH:20]=2)[CH2:34][CH2:33][CH2:32][CH2:31][CH2:30]1, predict the reactants needed to synthesize it. The reactants are: [OH:1][C:2]1[CH:3]=[CH:4][C:5]([CH2:13][CH2:14][N:15]([CH2:26][CH:27]=O)[C:16](=[O:25])[O:17][CH2:18][C:19]2[CH:24]=[CH:23][CH:22]=[CH:21][CH:20]=2)=[C:6]2[C:11]=1[NH:10][C:9](=[O:12])[CH:8]=[CH:7]2.[CH:29]1([NH2:35])[CH2:34][CH2:33][CH2:32][CH2:31][CH2:30]1.C([BH3-])#N.[Na+].C(=O)([O-])O.[Na+]. (2) Given the product [C:1]([N:9]1[CH2:14][CH2:13][N:12]([C:15](=[O:36])[C:16]([C:18]2[C:26]3[C:21](=[C:22]([C:29]4[N:30]=[CH:31][C:32](=[O:35])[N:33]([CH3:37])[CH:34]=4)[N:23]=[CH:24][C:25]=3[O:27][CH3:28])[NH:20][CH:19]=2)=[O:17])[CH2:11][CH2:10]1)(=[O:8])[C:2]1[CH:7]=[CH:6][CH:5]=[CH:4][CH:3]=1, predict the reactants needed to synthesize it. The reactants are: [C:1]([N:9]1[CH2:14][CH2:13][N:12]([C:15](=[O:36])[C:16]([C:18]2[C:26]3[C:21](=[C:22]([C:29]4[N:30]=[CH:31][C:32]([OH:35])=[N:33][CH:34]=4)[N:23]=[CH:24][C:25]=3[O:27][CH3:28])[NH:20][CH:19]=2)=[O:17])[CH2:11][CH2:10]1)(=[O:8])[C:2]1[CH:7]=[CH:6][CH:5]=[CH:4][CH:3]=1.[C:37]([O-])([O-])=O.[K+].[K+]. (3) Given the product [CH2:37]([O:40][CH:41]([C:42]1[N:23]=[N:22][N:21]([CH2:20][C:18]2[CH:19]=[C:15]3[N:14]=[C:13]([CH3:24])[C:12]([C@H:25]([O:31][C:32]([CH3:35])([CH3:34])[CH3:33])[C:26]([O:28][CH2:29][CH3:30])=[O:27])=[C:11]([N:8]4[CH2:9][CH2:10][C:5]([O:4][CH2:1][CH:2]=[CH2:3])([CH3:36])[CH2:6][CH2:7]4)[N:16]3[N:17]=2)[CH:43]=1)[CH:44]([CH3:46])[CH3:45])[CH:38]=[CH2:39], predict the reactants needed to synthesize it. The reactants are: [CH2:1]([O:4][C:5]1([CH3:36])[CH2:10][CH2:9][N:8]([C:11]2[N:16]3[N:17]=[C:18]([CH2:20][N:21]=[N+:22]=[N-:23])[CH:19]=[C:15]3[N:14]=[C:13]([CH3:24])[C:12]=2[C@H:25]([O:31][C:32]([CH3:35])([CH3:34])[CH3:33])[C:26]([O:28][CH2:29][CH3:30])=[O:27])[CH2:7][CH2:6]1)[CH:2]=[CH2:3].[CH2:37]([O:40][CH:41]([CH:44]([CH3:46])[CH3:45])[C:42]#[CH:43])[CH:38]=[CH2:39].O=C1O[C@H]([C@H](CO)O)C([O-])=C1O.[Na+]. (4) Given the product [OH:1][C:2]1[CH:7]=[CH:6][C:5]([C:8](=[C:22]2[CH2:23][C:24]([CH3:31])([CH3:30])[CH2:25][C:26]([CH3:29])([CH3:28])[CH2:27]2)[C:9]2[CH:14]=[CH:13][C:12]([O:15][CH2:16][C:17]([OH:19])=[O:18])=[CH:11][CH:10]=2)=[CH:4][CH:3]=1, predict the reactants needed to synthesize it. The reactants are: [OH:1][C:2]1[CH:7]=[CH:6][C:5]([C:8](=[C:22]2[CH2:27][C:26]([CH3:29])([CH3:28])[CH2:25][C:24]([CH3:31])([CH3:30])[CH2:23]2)[C:9]2[CH:14]=[CH:13][C:12]([O:15][CH2:16][C:17]([O:19]CC)=[O:18])=[CH:11][CH:10]=2)=[CH:4][CH:3]=1.[OH-].[Na+]. (5) Given the product [C:1]([C:5]1[CH:10]=[CH:9][C:8]([C:11]2[N:15]([C:38]([CH:35]3[CH2:37][CH2:36]3)=[O:39])[C@@:14]([C:17]3[CH:22]=[CH:21][C:20]([Cl:23])=[CH:19][CH:18]=3)([CH3:16])[C@@:13]([C:25]3[CH:26]=[CH:27][C:28]([Cl:31])=[CH:29][CH:30]=3)([CH3:24])[N:12]=2)=[C:7]([O:32][CH2:33][CH3:34])[CH:6]=1)([CH3:2])([CH3:3])[CH3:4], predict the reactants needed to synthesize it. The reactants are: [C:1]([C:5]1[CH:10]=[CH:9][C:8]([C:11]2[NH:12][C:13]([C:25]3[CH:30]=[CH:29][C:28]([Cl:31])=[CH:27][CH:26]=3)([CH3:24])[C:14]([C:17]3[CH:22]=[CH:21][C:20]([Cl:23])=[CH:19][CH:18]=3)([CH3:16])[N:15]=2)=[C:7]([O:32][CH2:33][CH3:34])[CH:6]=1)([CH3:4])([CH3:3])[CH3:2].[CH:35]1([C:38](Cl)=[O:39])[CH2:37][CH2:36]1. (6) Given the product [CH2:1]([C:3]1[CH:4]=[CH:5][C:6]([O:9][CH3:10])=[C:7]([C:15]([C:16]2[CH:21]=[CH:20][CH:19]=[CH:18][CH:17]=2)=[O:22])[CH:8]=1)[CH3:2], predict the reactants needed to synthesize it. The reactants are: [CH2:1]([C:3]1[CH:8]=[CH:7][C:6]([O:9][CH3:10])=[CH:5][CH:4]=1)[CH3:2].[Cl-].[Al+3].[Cl-].[Cl-].[C:15](Cl)(=[O:22])[C:16]1[CH:21]=[CH:20][CH:19]=[CH:18][CH:17]=1. (7) The reactants are: Cl[C:2]([O:4][C:5]1[CH:10]=[CH:9][CH:8]=[CH:7][CH:6]=1)=[O:3].[C:11]([O:15][C:16](=[O:31])[N:17]([CH2:19][C:20]1[CH:25]=[C:24]([NH2:26])[CH:23]=[CH:22][C:21]=1[S:27][CH:28]([CH3:30])[CH3:29])[CH3:18])([CH3:14])([CH3:13])[CH3:12].N1C=CC=CC=1. Given the product [C:5]1([O:4][C:2](=[O:3])[NH:26][C:24]2[CH:23]=[CH:22][C:21]([S:27][CH:28]([CH3:30])[CH3:29])=[C:20]([CH2:19][N:17]([C:16]([O:15][C:11]([CH3:13])([CH3:12])[CH3:14])=[O:31])[CH3:18])[CH:25]=2)[CH:10]=[CH:9][CH:8]=[CH:7][CH:6]=1, predict the reactants needed to synthesize it. (8) Given the product [ClH:22].[Cl:22][C:17]1[CH:18]=[CH:19][CH:20]=[CH:21][C:16]=1[CH2:15][N:9]1[C:8]2[CH:23]=[C:4]([C:1]([Cl:27])=[O:2])[CH:5]=[CH:6][C:7]=2[N:11]=[C:10]1[CH:12]1[CH2:14][CH2:13]1, predict the reactants needed to synthesize it. The reactants are: [C:1]([C:4]1[CH:5]=[CH:6][C:7]2[N:11]=[C:10]([CH:12]3[CH2:14][CH2:13]3)[N:9]([CH2:15][C:16]3[CH:21]=[CH:20][CH:19]=[CH:18][C:17]=3[Cl:22])[C:8]=2[CH:23]=1)(O)=[O:2].C(Cl)(=O)C([Cl:27])=O.